This data is from Reaction yield outcomes from USPTO patents with 853,638 reactions. The task is: Predict the reaction yield, written as a fraction of the theoretical maximum amount of product (1.0 means a 100% yield; for example, 0.34 means a 34% yield). The reactants are [OH:1][C:2]1[CH:23]=[CH:22][C:5]([C:6]([NH:8][C:9]2[CH:14]=[C:13]([C:15]3[N:16]([CH3:20])[CH:17]=[CH:18][N:19]=3)[CH:12]=[CH:11][C:10]=2[CH3:21])=[O:7])=[CH:4][CH:3]=1.Cl[CH2:25][C:26]1[CH:31]=[C:30]([O:32][CH2:33][CH3:34])[CH:29]=[CH:28][N:27]=1.C([O-])([O-])=O.[K+].[K+].O. The catalyst is CC#N. The product is [CH2:33]([O:32][C:30]1[CH:29]=[CH:28][N:27]=[C:26]([CH2:25][O:1][C:2]2[CH:23]=[CH:22][C:5]([C:6]([NH:8][C:9]3[CH:14]=[C:13]([C:15]4[N:16]([CH3:20])[CH:17]=[CH:18][N:19]=4)[CH:12]=[CH:11][C:10]=3[CH3:21])=[O:7])=[CH:4][CH:3]=2)[CH:31]=1)[CH3:34]. The yield is 0.160.